From a dataset of Forward reaction prediction with 1.9M reactions from USPTO patents (1976-2016). Predict the product of the given reaction. (1) Given the reactants [Br:1][C:2]1[CH:3]=[C:4]([S:8]([NH:11][C@@H:12]2CCN(C(OC(C)(C)C)=O)C2)(=[O:10])=[O:9])[CH:5]=[CH:6][CH:7]=1.C([O-])([O-])=O.[K+].[K+].BrC.C[CH2:33][N:34]([CH:38]([CH3:40])C)[CH:35]([CH3:37])C.BrC#[N:43], predict the reaction product. The product is: [Br:1][C:2]1[CH:3]=[C:4]([S:8]([N:11]([C@@H:40]2[CH2:37][CH2:35][N:34]([C:33]#[N:43])[CH2:38]2)[CH3:12])(=[O:10])=[O:9])[CH:5]=[CH:6][CH:7]=1. (2) Given the reactants [Cl:1][C:2]1[CH:3]=[C:4]([C:8]2[C:17]3[C:12](=[CH:13][CH:14]=[C:15]([C:18]([C:20]4[CH:24]=[CH:23][O:22][CH:21]=4)=[O:19])[CH:16]=3)[N:11]=[C:10]([O:25]C)[CH:9]=2)[CH:5]=[CH:6][CH:7]=1.Cl.[NH4+].[OH-], predict the reaction product. The product is: [Cl:1][C:2]1[CH:3]=[C:4]([C:8]2[C:17]3[C:12](=[CH:13][CH:14]=[C:15]([C:18]([C:20]4[CH:24]=[CH:23][O:22][CH:21]=4)=[O:19])[CH:16]=3)[NH:11][C:10](=[O:25])[CH:9]=2)[CH:5]=[CH:6][CH:7]=1.